From a dataset of Catalyst prediction with 721,799 reactions and 888 catalyst types from USPTO. Predict which catalyst facilitates the given reaction. (1) Reactant: [CH:1]1([N:4]2[C:13]3[C:8](=[C:9]([F:17])[C:10]([F:16])=[C:11](F)[C:12]=3[F:14])[C:7](=[O:18])[C:6]([C:19]([OH:21])=[O:20])=[CH:5]2)[CH2:3][CH2:2]1.[N:22]1[CH:27]=[CH:26][CH:25]=[CH:24][C:23]=1[NH:28][CH2:29][CH2:30][NH2:31].C(N(CC)CC)C. Product: [CH:1]1([N:4]2[C:13]3[C:8](=[C:9]([F:17])[C:10]([F:16])=[C:11]([NH:31][CH2:30][CH2:29][NH:28][C:23]4[CH:24]=[CH:25][CH:26]=[CH:27][N:22]=4)[C:12]=3[F:14])[C:7](=[O:18])[C:6]([C:19]([OH:21])=[O:20])=[CH:5]2)[CH2:3][CH2:2]1. The catalyst class is: 14. (2) Reactant: [CH3:1][C:2]1[O:6][C:5]([CH2:7][C:8]2[CH:13]=[CH:12][C:11]([CH2:14][C:15](Cl)=[N:16][OH:17])=[CH:10][CH:9]=2)=[CH:4][CH:3]=1.O1CCCC1.[C:24]([C:26]1[CH:27]=[CH:28][C:29]([NH2:32])=[N:30][CH:31]=1)#[CH:25].C(N(CC)CC)C. Product: [CH3:1][C:2]1[O:6][C:5]([CH2:7][C:8]2[CH:13]=[CH:12][C:11]([CH2:14][C:15]3[CH:25]=[C:24]([C:26]4[CH:27]=[CH:28][C:29]([NH2:32])=[N:30][CH:31]=4)[O:17][N:16]=3)=[CH:10][CH:9]=2)=[CH:4][CH:3]=1. The catalyst class is: 6. (3) Reactant: C([O:5][C:6]1[CH:29]=[C:28]([O:30][CH2:31][CH:32]([CH3:34])[CH3:33])[CH:27]=[CH:26][C:7]=1[C:8]([C:10]1[CH:11]=[CH:12][C:13]([O:21][CH2:22][CH:23]([CH3:25])[CH3:24])=[C:14]([CH2:16][C:17]([O:19][CH3:20])=[O:18])[CH:15]=1)=[O:9])C(C)C.[Cl-].[Al+3].[Cl-].[Cl-].C(Cl)(Cl)Cl. Product: [OH:5][C:6]1[CH:29]=[C:28]([O:30][CH2:31][CH:32]([CH3:34])[CH3:33])[CH:27]=[CH:26][C:7]=1[C:8]([C:10]1[CH:11]=[CH:12][C:13]([O:21][CH2:22][CH:23]([CH3:25])[CH3:24])=[C:14]([CH2:16][C:17]([O:19][CH3:20])=[O:18])[CH:15]=1)=[O:9]. The catalyst class is: 2. (4) Reactant: [OH-].[Na+].[C:3]([C:6]1[CH:11]=[CH:10][C:9]([NH:12][C:13]([C:15]2[C:16]([C:21]3[CH:26]=[CH:25][C:24]([C:27]([F:30])([F:29])[F:28])=[CH:23][CH:22]=3)=[CH:17][CH:18]=[CH:19][CH:20]=2)=[O:14])=[CH:8][CH:7]=1)(=[O:5])[CH3:4].[CH:31]([C:33]1[N:38]=[C:37]([NH:39][C:40](=[O:42])[CH3:41])[CH:36]=[CH:35][CH:34]=1)=O.O. Product: [C:40]([NH:39][C:37]1[N:38]=[C:33](/[CH:31]=[CH:4]/[C:3]([C:6]2[CH:7]=[CH:8][C:9]([NH:12][C:13]([C:15]3[C:16]([C:21]4[CH:22]=[CH:23][C:24]([C:27]([F:28])([F:29])[F:30])=[CH:25][CH:26]=4)=[CH:17][CH:18]=[CH:19][CH:20]=3)=[O:14])=[CH:10][CH:11]=2)=[O:5])[CH:34]=[CH:35][CH:36]=1)(=[O:42])[CH3:41]. The catalyst class is: 162. (5) Product: [I:18][C:19]1[CH:26]=[CH:25][C:22]([CH2:23][NH:24][C:15](=[O:16])[CH2:14][CH2:13][C:5]2[CH:6]=[CH:7][C:8]([O:9][CH2:10][C:11]#[CH:12])=[C:3]([O:2][CH3:1])[CH:4]=2)=[CH:21][CH:20]=1. Reactant: [CH3:1][O:2][C:3]1[CH:4]=[C:5]([CH2:13][CH2:14][C:15](Cl)=[O:16])[CH:6]=[CH:7][C:8]=1[O:9][CH2:10][C:11]#[CH:12].[I:18][C:19]1[CH:26]=[CH:25][C:22]([CH2:23][NH2:24])=[CH:21][CH:20]=1.C(N(CC)CC)C.O1CCCC1. The catalyst class is: 6. (6) Reactant: [CH2:1]([C:8]1[CH:9]=[N:10][C:11]([C:14]2[CH:21]=[CH:20][C:17]([C:18]#N)=[CH:16][CH:15]=2)=[N:12][CH:13]=1)[CH2:2][CH2:3][CH2:4][CH2:5][CH2:6][CH3:7].[OH2:22].S(=O)(=O)(O)[OH:24]. Product: [CH2:1]([C:8]1[CH:9]=[N:10][C:11]([C:14]2[CH:21]=[CH:20][C:17]([C:18]([OH:24])=[O:22])=[CH:16][CH:15]=2)=[N:12][CH:13]=1)[CH2:2][CH2:3][CH2:4][CH2:5][CH2:6][CH3:7]. The catalyst class is: 15. (7) Reactant: Cl[C:2]1[CH:7]=[CH:6][C:5]([C@@:8]23[O:15][C@@:12]([CH:16]([OH:18])[CH3:17])([CH2:13][O:14]2)[C@@H:11]([OH:19])[C@H:10]([OH:20])[C@H:9]3[OH:21])=[CH:4][C:3]=1[CH2:22][C:23]1[CH:28]=[CH:27][C:26]([O:29][CH2:30][CH3:31])=[CH:25][CH:24]=1.C(N(CC)CC)C. Product: [CH2:30]([O:29][C:26]1[CH:25]=[CH:24][C:23]([CH2:22][C:3]2[CH:4]=[C:5]([C@@:8]34[O:15][C@@:12]([CH:16]([OH:18])[CH3:17])([CH2:13][O:14]3)[C@@H:11]([OH:19])[C@H:10]([OH:20])[C@H:9]4[OH:21])[CH:6]=[CH:7][CH:2]=2)=[CH:28][CH:27]=1)[CH3:31]. The catalyst class is: 19. (8) Reactant: [NH2:1][C:2]1[N:6]=[CH:5][NH:4][N:3]=1.[Cl:7][C:8]1[CH:19]=[C:18]([Cl:20])[CH:17]=[CH:16][C:9]=1[CH:10]=[C:11]([C:14]#[N:15])[C:12]#[N:13]. Product: [NH2:15][C:14]1[N:3]2[N:4]=[CH:5][N:6]=[C:2]2[N:1]=[C:10]([C:9]2[CH:16]=[CH:17][C:18]([Cl:20])=[CH:19][C:8]=2[Cl:7])[C:11]=1[C:12]#[N:13]. The catalyst class is: 17. (9) Reactant: [F:1][C:2]1[CH:10]=[CH:9][C:8]([CH2:11][C:12]2[C:21]3[C:16](=[CH:17][CH:18]=[CH:19][CH:20]=3)[C:15](=[O:22])[NH:14][N:13]=2)=[CH:7][C:3]=1[C:4](O)=[O:5].F[P-](F)(F)(F)(F)F.N1(OC(N(C)C)=[N+](C)C)C2C=CC=CC=2N=N1.[N:47]1[CH:48]=[C:49]([C:56]([O:58][CH2:59][CH3:60])=[O:57])[N:50]2[CH2:55][CH2:54][NH:53][CH2:52][C:51]=12.C(N(CC)C(C)C)(C)C. Product: [F:1][C:2]1[CH:10]=[CH:9][C:8]([CH2:11][C:12]2[C:21]3[C:16](=[CH:17][CH:18]=[CH:19][CH:20]=3)[C:15](=[O:22])[NH:14][N:13]=2)=[CH:7][C:3]=1[C:4]([N:53]1[CH2:54][CH2:55][N:50]2[C:49]([C:56]([O:58][CH2:59][CH3:60])=[O:57])=[CH:48][N:47]=[C:51]2[CH2:52]1)=[O:5]. The catalyst class is: 35. (10) Reactant: [NH2:1][C:2]1[C:3]([CH3:29])=[C:4]([C:8]2[C:20]3[C:19]4[C:14](=[CH:15][C:16]([O:21][CH2:22][CH2:23][O:24][CH3:25])=[CH:17][CH:18]=4)[NH:13][C:12]=3[C:11]([C:26]([NH2:28])=[O:27])=[N:10][CH:9]=2)[CH:5]=[CH:6][CH:7]=1.[NH:30]1[C:35]2[CH:36]=[CH:37][CH:38]=[CH:39][C:34]=2[C:33](=O)[O:32][C:31]1=O.COC(OC)OC.[N+](O[La](O[N+]([O-])=O)O[N+]([O-])=O)([O-])=O. Product: [CH3:25][O:24][CH2:23][CH2:22][O:21][C:16]1[CH:15]=[C:14]2[C:19]([C:20]3[C:8]([C:4]4[CH:5]=[CH:6][CH:7]=[C:2]([N:1]5[C:33](=[O:32])[C:34]6[C:35](=[CH:36][CH:37]=[CH:38][CH:39]=6)[N:30]=[CH:31]5)[C:3]=4[CH3:29])=[CH:9][N:10]=[C:11]([C:26]([NH2:28])=[O:27])[C:12]=3[NH:13]2)=[CH:18][CH:17]=1. The catalyst class is: 54.